Dataset: Reaction yield outcomes from USPTO patents with 853,638 reactions. Task: Predict the reaction yield, written as a fraction of the theoretical maximum amount of product (1.0 means a 100% yield; for example, 0.34 means a 34% yield). (1) The reactants are [CH3:1][C:2]1[N:3]=[CH:4][N:5]([C:7]2[CH:12]=[CH:11][C:10]([N+:13]([O-])=O)=[CH:9][CH:8]=2)[CH:6]=1.O.O.Cl[Sn]Cl.[OH-].[K+]. The catalyst is C(O)C. The product is [CH3:1][C:2]1[N:3]=[CH:4][N:5]([C:7]2[CH:12]=[CH:11][C:10]([NH2:13])=[CH:9][CH:8]=2)[CH:6]=1. The yield is 0.800. (2) The reactants are C1(P(C2C=CC=CC=2)C2C=CC=CC=2)C=CC=CC=1.[OH:20][C:21]1[C:22]([CH2:34][CH:35]=[C:36]([CH3:39])[CH2:37]O)=[C:23]([O:32][CH3:33])[C:24]([CH3:31])=[C:25]2[C:29]=1[C:28](=[O:30])[O:27][CH2:26]2.C(Br)(Br)(Br)[Br:41]. The catalyst is ClCCl. The product is [Br:41][CH2:37][C:36]([CH3:39])=[CH:35][CH2:34][C:22]1[C:21]([OH:20])=[C:29]2[C:25]([CH2:26][O:27][C:28]2=[O:30])=[C:24]([CH3:31])[C:23]=1[O:32][CH3:33]. The yield is 0.420.